From a dataset of NCI-60 drug combinations with 297,098 pairs across 59 cell lines. Regression. Given two drug SMILES strings and cell line genomic features, predict the synergy score measuring deviation from expected non-interaction effect. Drug 1: CCC1=CC2CC(C3=C(CN(C2)C1)C4=CC=CC=C4N3)(C5=C(C=C6C(=C5)C78CCN9C7C(C=CC9)(C(C(C8N6C)(C(=O)OC)O)OC(=O)C)CC)OC)C(=O)OC.C(C(C(=O)O)O)(C(=O)O)O. Drug 2: C1=CC(=CC=C1CCCC(=O)O)N(CCCl)CCCl. Cell line: SF-295. Synergy scores: CSS=62.9, Synergy_ZIP=-5.64, Synergy_Bliss=-4.95, Synergy_Loewe=-5.39, Synergy_HSA=-0.285.